From a dataset of Full USPTO retrosynthesis dataset with 1.9M reactions from patents (1976-2016). Predict the reactants needed to synthesize the given product. (1) Given the product [CH3:35][C:36]1[C:2]([CH2:1][O:4][C:5]2[CH:6]=[CH:7][C:8]3[C:9]4[S:18][C:17]([CH2:19][CH2:20][CH3:21])=[N:16][C:10]=4[C:11]([NH2:15])=[N:12][C:13]=3[CH:14]=2)=[C:39]([CH3:40])[O:38][N:37]=1, predict the reactants needed to synthesize it. The reactants are: [C:1]([O:4][C:5]1[CH:6]=[CH:7][C:8]2[C:9]3[S:18][C:17]([CH2:19][CH2:20][CH3:21])=[N:16][C:10]=3[C:11]([NH2:15])=[N:12][C:13]=2[CH:14]=1)(=O)[CH3:2].C(=O)([O-])[O-].[Cs+].[Cs+].CN(C=O)C.ClC[C:35]1[C:36](C)=[N:37][O:38][C:39]=1[CH3:40]. (2) Given the product [F:1][C:2]1[CH:3]=[CH:4][C:5]([C:8]2[C:9](=[O:11])[NH:34][C:32]([CH2:31][CH2:30][CH2:29][CH2:28][C:22]3[CH:23]=[CH:24][CH:25]=[CH:26][CH:27]=3)=[N:33][C:14]=2[C:15]2[CH:16]=[CH:17][N:18]=[CH:19][CH:20]=2)=[CH:6][CH:7]=1, predict the reactants needed to synthesize it. The reactants are: [F:1][C:2]1[CH:7]=[CH:6][C:5]([CH:8]([C:14](=O)[C:15]2[CH:20]=[CH:19][N:18]=[CH:17][CH:16]=2)[C:9]([O:11]CC)=O)=[CH:4][CH:3]=1.[C:22]1([CH2:28][CH2:29][CH2:30][CH2:31][C:32]([NH2:34])=[NH:33])[CH:27]=[CH:26][CH:25]=[CH:24][CH:23]=1.C1(C)C=CC(S([O-])(=O)=O)=CC=1.[NH+]1C=CC=CC=1. (3) The reactants are: Cl[C:2]1[C:3]([N:22]2[CH2:27][CH2:26][CH:25]([C:28]([OH:31])([CH3:30])[CH3:29])[CH2:24][CH2:23]2)=[N:4][CH:5]=[C:6]([C:8]2[C:17]3[C:12](=[CH:13][C:14]([O:20][CH3:21])=[C:15]([O:18][CH3:19])[CH:16]=3)[N:11]=[N:10][CH:9]=2)[CH:7]=1.[CH:32]1(B(O)O)[CH2:34][CH2:33]1.C(=O)([O-])[O-].[K+].[K+].C1(P(C2CCCCC2)C2C=CC=CC=2C2C=CC=CC=2C)CCCCC1. Given the product [CH:32]1([C:2]2[C:3]([N:22]3[CH2:27][CH2:26][CH:25]([C:28]([OH:31])([CH3:30])[CH3:29])[CH2:24][CH2:23]3)=[N:4][CH:5]=[C:6]([C:8]3[C:17]4[C:12](=[CH:13][C:14]([O:20][CH3:21])=[C:15]([O:18][CH3:19])[CH:16]=4)[N:11]=[N:10][CH:9]=3)[CH:7]=2)[CH2:34][CH2:33]1, predict the reactants needed to synthesize it.